Dataset: Forward reaction prediction with 1.9M reactions from USPTO patents (1976-2016). Task: Predict the product of the given reaction. Given the reactants [NH2:1][C:2]1[CH:7]=[C:6]([C:8]2[CH:13]=[CH:12][C:11]([C:14]([F:17])([F:16])[F:15])=[C:10]([F:18])[C:9]=2[CH3:19])[N:5]=[C:4]([C:20]([O:22]C)=[O:21])[C:3]=1[Cl:24].[OH-].[Na+], predict the reaction product. The product is: [NH2:1][C:2]1[CH:7]=[C:6]([C:8]2[CH:13]=[CH:12][C:11]([C:14]([F:16])([F:15])[F:17])=[C:10]([F:18])[C:9]=2[CH3:19])[N:5]=[C:4]([C:20]([OH:22])=[O:21])[C:3]=1[Cl:24].